From a dataset of Catalyst prediction with 721,799 reactions and 888 catalyst types from USPTO. Predict which catalyst facilitates the given reaction. (1) Reactant: [CH:1]1([NH:4][C:5]([C:7]2[CH:12]=[CH:11][C:10]([C:13]3[N:14]=[C:15]([NH:18][C:19]([C@@H:21]4[CH2:25][CH2:24][C@H:23]([C:26]5[CH:31]=[CH:30][CH:29]=[CH:28][CH:27]=5)[NH:22]4)=[O:20])[S:16][CH:17]=3)=[CH:9][CH:8]=2)=[O:6])[CH2:3][CH2:2]1.CCN(C(C)C)C(C)C.Cl[C:42]([O:44][CH2:45][C:46]1[CH:51]=[CH:50][CH:49]=[CH:48][CH:47]=1)=[O:43]. Product: [CH2:45]([O:44][C:42]([N:22]1[C@@H:23]([C:26]2[CH:27]=[CH:28][CH:29]=[CH:30][CH:31]=2)[CH2:24][CH2:25][C@H:21]1[C:19](=[O:20])[NH:18][C:15]1[S:16][CH:17]=[C:13]([C:10]2[CH:11]=[CH:12][C:7]([C:5](=[O:6])[NH:4][CH:1]3[CH2:2][CH2:3]3)=[CH:8][CH:9]=2)[N:14]=1)=[O:43])[C:46]1[CH:51]=[CH:50][CH:49]=[CH:48][CH:47]=1. The catalyst class is: 3. (2) Reactant: [Br:1][C:2]1[CH:10]=[C:9]2[C:5]([CH:6]=[CH:7][NH:8]2)=[CH:4][CH:3]=1.[F:11][C:12]([F:23])([F:22])[C:13](O[C:13](=[O:14])[C:12]([F:23])([F:22])[F:11])=[O:14]. Product: [Br:1][C:2]1[CH:10]=[C:9]2[C:5]([C:6]([C:13](=[O:14])[C:12]([F:23])([F:22])[F:11])=[CH:7][NH:8]2)=[CH:4][CH:3]=1. The catalyst class is: 3. (3) Reactant: Br[C:2]1[CH:3]=[C:4]2[C:9](=[CH:10][CH:11]=1)[C:8](=[O:12])[NH:7][CH2:6][C:5]2([CH3:14])[CH3:13].[B:15]1([B:15]2[O:19][C:18]([CH3:21])([CH3:20])[C:17]([CH3:23])([CH3:22])[O:16]2)[O:19][C:18]([CH3:21])([CH3:20])[C:17]([CH3:23])([CH3:22])[O:16]1.CC([O-])=O.[K+]. Product: [CH3:13][C:5]1([CH3:14])[C:4]2[C:9](=[CH:10][CH:11]=[C:2]([B:15]3[O:19][C:18]([CH3:21])([CH3:20])[C:17]([CH3:23])([CH3:22])[O:16]3)[CH:3]=2)[C:8](=[O:12])[NH:7][CH2:6]1. The catalyst class is: 75. (4) The catalyst class is: 4. Reactant: [Br:1][C:2]1[CH:3]=[N:4][C:5](Cl)=[N:6][CH:7]=1.[NH:9]1[CH2:14][CH2:13][CH2:12][CH2:11][CH2:10]1.C(N(CC)CC)C.C(OCC)(=O)C. Product: [Br:1][C:2]1[CH:3]=[N:4][C:5]([N:9]2[CH2:14][CH2:13][CH2:12][CH2:11][CH2:10]2)=[N:6][CH:7]=1. (5) Reactant: [NH2:1][C@H:2]1[CH2:7][CH2:6][C@H:5]([OH:8])[CH2:4][CH2:3]1.[C:9]1(=O)[O:14][C:12](=[O:13])[C:11]2=[CH:15][CH:16]=[CH:17][CH:18]=[C:10]12.C(N(CCCC)CCCC)CCC. Product: [OH:8][C@H:5]1[CH2:6][CH2:7][C@H:2]([N:1]2[C:12](=[O:13])[C:11]3[C:10](=[CH:18][CH:17]=[CH:16][CH:15]=3)[C:9]2=[O:14])[CH2:3][CH2:4]1. The catalyst class is: 4. (6) Reactant: CN(C(ON1N=NC2C=CC=NC1=2)=[N+](C)C)C.F[P-](F)(F)(F)(F)F.[CH3:25][O:26][C@:27]1([C:36]2[CH:45]=[CH:44][C:43]3[C:38](=[CH:39][C:40]([CH:48]=[CH2:49])=[C:41]([O:46][CH3:47])[CH:42]=3)[CH:37]=2)[CH2:31][NH:30][C@H:29]([C:32]([O:34][CH3:35])=[O:33])[CH2:28]1.[CH3:50][C:51]([CH3:69])([CH3:68])[C@H:52]([NH:56][C:57]([O:59][CH2:60][CH2:61][CH2:62][CH2:63][CH2:64][CH2:65][CH:66]=[CH2:67])=[O:58])[C:53](O)=[O:54].CCN(C(C)C)C(C)C. Product: [CH3:50][C:51]([CH3:69])([CH3:68])[C@H:52]([NH:56][C:57]([O:59][CH2:60][CH2:61][CH2:62][CH2:63][CH2:64][CH2:65][CH:66]=[CH2:67])=[O:58])[C:53]([N:30]1[CH2:31][C@:27]([O:26][CH3:25])([C:36]2[CH:45]=[CH:44][C:43]3[C:38](=[CH:39][C:40]([CH:48]=[CH2:49])=[C:41]([O:46][CH3:47])[CH:42]=3)[CH:37]=2)[CH2:28][C@H:29]1[C:32]([O:34][CH3:35])=[O:33])=[O:54]. The catalyst class is: 2.